From a dataset of Reaction yield outcomes from USPTO patents with 853,638 reactions. Predict the reaction yield, written as a fraction of the theoretical maximum amount of product (1.0 means a 100% yield; for example, 0.34 means a 34% yield). (1) The reactants are [OH:1][C:2]1[CH:9]=[CH:8][C:5]([CH:6]=[O:7])=[CH:4][CH:3]=1.C(=O)([O-])[O-].[K+].[K+].Br[CH2:17][CH:18]([C:20]1[CH:25]=[CH:24][C:23]([CH2:26][CH3:27])=[CH:22][N:21]=1)[OH:19].O. The catalyst is CN(C)C=O. The product is [CH2:26]([C:23]1[CH:24]=[CH:25][C:20]([CH:18]([OH:19])[CH2:17][O:1][C:2]2[CH:9]=[CH:8][C:5]([CH:6]=[O:7])=[CH:4][CH:3]=2)=[N:21][CH:22]=1)[CH3:27]. The yield is 0.675. (2) The reactants are [C:1]([C:3]1[CH:4]=[C:5]([S:9]([NH:12][C:13]2[CH:18]=[C:17]([N+:19]([O-:21])=[O:20])[CH:16]=[CH:15][C:14]=2F)(=[O:11])=[O:10])[CH:6]=[CH:7][CH:8]=1)#[N:2].C(=O)([O-])[O-].[K+].[K+].[CH2:29]1[O:31][C@H:30]1[CH2:32][OH:33]. The catalyst is C(#N)C. The product is [OH:33][CH2:32][C@@H:30]1[O:31][C:14]2[CH:15]=[CH:16][C:17]([N+:19]([O-:21])=[O:20])=[CH:18][C:13]=2[N:12]([S:9]([C:5]2[CH:4]=[C:3]([CH:8]=[CH:7][CH:6]=2)[C:1]#[N:2])(=[O:11])=[O:10])[CH2:29]1. The yield is 0.260.